This data is from Peptide-MHC class I binding affinity with 185,985 pairs from IEDB/IMGT. The task is: Regression. Given a peptide amino acid sequence and an MHC pseudo amino acid sequence, predict their binding affinity value. This is MHC class I binding data. (1) The binding affinity (normalized) is 0. The peptide sequence is MTIREFPRK. The MHC is HLA-B35:01 with pseudo-sequence HLA-B35:01. (2) The peptide sequence is RAYEAIQSL. The MHC is H-2-Kb with pseudo-sequence H-2-Kb. The binding affinity (normalized) is 0.426. (3) The peptide sequence is SIGFEARIV. The MHC is HLA-A68:02 with pseudo-sequence HLA-A68:02. The binding affinity (normalized) is 0.0884. (4) The peptide sequence is FMYALSRAF. The MHC is BoLA-AW10 with pseudo-sequence BoLA-AW10. The binding affinity (normalized) is 0.0641. (5) The peptide sequence is SVANIDRIK. The MHC is HLA-B46:01 with pseudo-sequence HLA-B46:01. The binding affinity (normalized) is 0.0847.